From a dataset of NCI-60 drug combinations with 297,098 pairs across 59 cell lines. Regression. Given two drug SMILES strings and cell line genomic features, predict the synergy score measuring deviation from expected non-interaction effect. Drug 2: C1CCC(C(C1)N)N.C(=O)(C(=O)[O-])[O-].[Pt+4]. Cell line: RXF 393. Synergy scores: CSS=61.4, Synergy_ZIP=3.46, Synergy_Bliss=5.46, Synergy_Loewe=3.54, Synergy_HSA=4.59. Drug 1: CC=C1C(=O)NC(C(=O)OC2CC(=O)NC(C(=O)NC(CSSCCC=C2)C(=O)N1)C(C)C)C(C)C.